Dataset: Full USPTO retrosynthesis dataset with 1.9M reactions from patents (1976-2016). Task: Predict the reactants needed to synthesize the given product. Given the product [NH2:20][C@@:19]([C:14]1[CH:13]=[CH:12][C:11]2[C:16](=[CH:17][CH:18]=[C:9]([O:8][C@@H:2]3[CH2:3][C@@H:4]4[CH2:7][C@H:1]3[CH2:6][CH2:5]4)[CH:10]=2)[CH:15]=1)([CH3:25])[CH2:23][OH:22], predict the reactants needed to synthesize it. The reactants are: [C@H:1]12[CH2:7][C@H:4]([CH2:5][CH2:6]1)[CH2:3][C@H:2]2[O:8][C:9]1[CH:10]=[C:11]2[C:16](=[CH:17][CH:18]=1)[CH:15]=[C:14]([C@:19]1([CH3:25])[CH2:23][O:22]C(=O)[NH:20]1)[CH:13]=[CH:12]2.C(O)C.O.[OH-].[Li+].O.